Dataset: Forward reaction prediction with 1.9M reactions from USPTO patents (1976-2016). Task: Predict the product of the given reaction. (1) Given the reactants [C:1]([O:5][C:6](=[O:27])[NH:7][CH2:8][C:9]([C@@H:12]1[C@@H:21]2[CH:22]=[CH:23][CH2:24][C@@H:20]2[C:19]2[CH:18]=[C:17]([C:25]#[N:26])[CH:16]=[CH:15][C:14]=2[NH:13]1)([CH3:11])[CH3:10])([CH3:4])([CH3:3])[CH3:2].[H][H], predict the reaction product. The product is: [C:1]([O:5][C:6](=[O:27])[NH:7][CH2:8][C:9]([C@@H:12]1[C@@H:21]2[CH2:22][CH2:23][CH2:24][C@@H:20]2[C:19]2[CH:18]=[C:17]([C:25]#[N:26])[CH:16]=[CH:15][C:14]=2[NH:13]1)([CH3:11])[CH3:10])([CH3:2])([CH3:3])[CH3:4]. (2) Given the reactants [F:1][C:2]1[CH:7]=[C:6]([N:8]2[CH:12]=[CH:11][CH:10]=[N:9]2)[CH:5]=[CH:4][C:3]=1[NH:13][N:14]=[C:15]([C:26](=[O:28])[CH3:27])[C:16](=[O:25])[CH2:17][O:18][C:19]1[CH:24]=[CH:23][CH:22]=[CH:21][CH:20]=1.CO[CH:31](OC)[N:32]([CH3:34])[CH3:33].[CH3:37]C(N(C)C)=O, predict the reaction product. The product is: [CH3:31][N:32]([CH3:34])[CH:33]=[CH:27][C:26]([C:15]1[C:16](=[O:25])[C:17]([O:18][C:19]2[CH:20]=[CH:21][CH:22]=[CH:23][CH:24]=2)=[CH:37][N:13]([C:3]2[CH:4]=[CH:5][C:6]([N:8]3[CH:12]=[CH:11][CH:10]=[N:9]3)=[CH:7][C:2]=2[F:1])[N:14]=1)=[O:28].